Task: Regression. Given a peptide amino acid sequence and an MHC pseudo amino acid sequence, predict their binding affinity value. This is MHC class II binding data.. Dataset: Peptide-MHC class II binding affinity with 134,281 pairs from IEDB The peptide sequence is RWQVVAPQLPDDLMI. The MHC is HLA-DPA10103-DPB10201 with pseudo-sequence HLA-DPA10103-DPB10201. The binding affinity (normalized) is 0.122.